From a dataset of Full USPTO retrosynthesis dataset with 1.9M reactions from patents (1976-2016). Predict the reactants needed to synthesize the given product. (1) Given the product [F:6][C:7]1[CH:8]=[C:9]([O:14][CH2:15][C:16]2[CH:21]=[CH:20][C:19]([F:22])=[CH:18][CH:17]=2)[CH:10]=[C:11]([F:13])[C:12]=1[C:23]([OH:25])=[O:24], predict the reactants needed to synthesize it. The reactants are: [Li]CCCC.[F:6][C:7]1[CH:8]=[C:9]([O:14][CH2:15][C:16]2[CH:21]=[CH:20][C:19]([F:22])=[CH:18][CH:17]=2)[CH:10]=[C:11]([F:13])[CH:12]=1.[C:23](=[O:25])=[O:24]. (2) The reactants are: [CH3:1][N:2]1[N:6]=[N:5][C:4]([C@H:7]2[CH2:12][C@@H:11]([C:13]3[O:17][NH:16][C:15](=[O:18])[CH:14]=3)[CH2:10][CH2:9][N:8]2C(OCC2C=CC=CC=2)=O)=[N:3]1.Br. Given the product [CH3:1][N:2]1[N:6]=[N:5][C:4]([C@H:7]2[CH2:12][C@@H:11]([C:13]3[O:17][NH:16][C:15](=[O:18])[CH:14]=3)[CH2:10][CH2:9][NH:8]2)=[N:3]1, predict the reactants needed to synthesize it. (3) Given the product [Cl-:10].[CH3:1][N+:2]1([CH2:7][O:8][CH3:9])[CH2:6][CH2:5][CH2:4][CH2:3]1, predict the reactants needed to synthesize it. The reactants are: [CH3:1][N:2]1[CH2:6][CH2:5][CH2:4][CH2:3]1.[CH3:7][O:8][CH2:9][Cl:10]. (4) Given the product [CH:1]1([CH2:7][N:8]2[C:12]3[CH:13]=[CH:14][C:15]([N:17]([CH3:33])[S:18]([C:21]4[CH:26]=[CH:25][CH:24]=[CH:23][CH:22]=4)(=[O:20])=[O:19])=[CH:16][C:11]=3[N:10]=[C:9]2[CH:27]([CH3:29])[CH3:28])[CH2:2][CH2:3][CH2:4][CH2:5][CH2:6]1, predict the reactants needed to synthesize it. The reactants are: [CH:1]1([CH2:7][N:8]2[C:12]3[CH:13]=[CH:14][C:15]([NH:17][S:18]([C:21]4[CH:26]=[CH:25][CH:24]=[CH:23][CH:22]=4)(=[O:20])=[O:19])=[CH:16][C:11]=3[N:10]=[C:9]2[CH:27]([CH3:29])[CH3:28])[CH2:6][CH2:5][CH2:4][CH2:3][CH2:2]1.[H-].[Na+].I[CH3:33]. (5) Given the product [Cl:6][C:7]1[CH:12]=[C:11]([C:1]#[C:2][CH3:3])[CH:10]=[C:9]([CH2:22][CH3:23])[C:8]=1[C:24]1[C:25](=[O:34])[CH:26]2[CH2:33][CH:29]([C:30]=1[O:31][CH3:32])[CH2:28][CH2:27]2, predict the reactants needed to synthesize it. The reactants are: [C:1](I)#[C:2][CH3:3].O.[Cl:6][C:7]1[CH:12]=[C:11](B2OC(C)(C)C(C)(C)O2)[CH:10]=[C:9]([CH2:22][CH3:23])[C:8]=1[C:24]1[C:25](=[O:34])[CH:26]2[CH2:33][CH:29]([C:30]=1[O:31][CH3:32])[CH2:28][CH2:27]2.C(=O)([O-])[O-].[K+].[K+]. (6) The reactants are: [OH-].[Na+].[CH3:3][O:4][C:5]1[CH:10]=[CH:9][C:8]([C:11]2[C:19]3[C:18]([O:20][CH:21]([CH3:26])[CH2:22][CH:23]([OH:25])[CH3:24])=[N:17][CH:16]=[N:15][C:14]=3[O:13][C:12]=2[C:27]2[CH:32]=[CH:31][CH:30]=[CH:29][CH:28]=2)=[CH:7][CH:6]=1.Br[CH2:34][C:35]([O:37][C:38]([CH3:41])([CH3:40])[CH3:39])=[O:36].Cl. Given the product [C:38]([O:37][C:35](=[O:36])[CH2:34][O:25][CH:23]([CH3:24])[CH2:22][CH:21]([O:20][C:18]1[C:19]2[C:11]([C:8]3[CH:7]=[CH:6][C:5]([O:4][CH3:3])=[CH:10][CH:9]=3)=[C:12]([C:27]3[CH:32]=[CH:31][CH:30]=[CH:29][CH:28]=3)[O:13][C:14]=2[N:15]=[CH:16][N:17]=1)[CH3:26])([CH3:41])([CH3:40])[CH3:39], predict the reactants needed to synthesize it. (7) Given the product [CH2:10]([Sn:5]([CH2:4][CH2:3][CH2:2][CH3:1])[CH2:6][CH2:7][CH2:8][CH3:9])[CH2:11][CH2:12][CH3:13], predict the reactants needed to synthesize it. The reactants are: [CH3:1][CH2:2][CH2:3][CH2:4][Sn:5]([CH2:10][CH2:11][CH2:12][CH3:13])[CH2:6][CH2:7][CH2:8][CH3:9].[CH3:13][CH2:12][CH2:11][CH2:10][Sn:5]([CH2:6][CH2:7][CH2:8][CH3:9])[CH2:4][CH2:3][CH2:2][CH3:1]. (8) Given the product [Cl:1][C:2]1[CH:3]=[C:4]2[C:12](=[CH:13][CH:14]=1)[NH:11][C:10]1[CH:9]([C:15]3[CH:20]=[CH:19][C:18]([CH3:21])=[CH:17][CH:16]=3)[N:8]([C:22](=[O:31])[CH2:23][CH2:24][C:25]3[CH:30]=[CH:29][CH:28]=[CH:27][CH:26]=3)[CH2:7][CH2:6][C:5]2=1, predict the reactants needed to synthesize it. The reactants are: [Cl:1][C:2]1[CH:3]=[C:4]2[C:12](=[CH:13][CH:14]=1)[NH:11][C:10]1[CH:9]([C:15]3[CH:20]=[CH:19][C:18]([CH3:21])=[CH:17][CH:16]=3)[NH:8][CH2:7][CH2:6][C:5]2=1.[C:22](Cl)(=[O:31])[CH2:23][CH2:24][C:25]1[CH:30]=[CH:29][CH:28]=[CH:27][CH:26]=1. (9) Given the product [Cl:1][C:2]1[CH:3]=[C:4]([NH:8][C:9]2[C:18]3[C:13](=[CH:14][N:15]=[CH:16][CH:17]=3)[C:12]3[CH:19]=[CH:20][CH:21]=[C:22]([C:23]4[O:24][CH:27]=[N:26][N:25]=4)[C:11]=3[N:10]=2)[CH:5]=[CH:6][CH:7]=1, predict the reactants needed to synthesize it. The reactants are: [Cl:1][C:2]1[CH:3]=[C:4]([NH:8][C:9]2[C:18]3[C:13](=[CH:14][N:15]=[CH:16][CH:17]=3)[C:12]3=[CH:19][CH:20]=[CH:21][C:22]([C:23]([NH:25][NH2:26])=[O:24])=[C:11]3[N:10]=2)[CH:5]=[CH:6][CH:7]=1.[CH2:27](OC(OCC)OCC)C.